The task is: Predict which catalyst facilitates the given reaction.. This data is from Catalyst prediction with 721,799 reactions and 888 catalyst types from USPTO. (1) Product: [CH3:24][C:18]1[C:17]([O:16][C:14]2[CH:13]=[CH:12][N:11]=[C:10]([NH:9][C:5]3[CH:6]=[CH:7][CH:8]=[C:3]([CH2:2][N:29]4[CH2:30][CH2:31][N:26]([CH3:25])[CH2:27][CH2:28]4)[CH:4]=3)[CH:15]=2)=[CH:22][CH:21]=[C:20]([CH3:23])[N:19]=1. Reactant: Cl[CH2:2][C:3]1[CH:4]=[C:5]([NH:9][C:10]2[CH:15]=[C:14]([O:16][C:17]3[C:18]([CH3:24])=[N:19][C:20]([CH3:23])=[CH:21][CH:22]=3)[CH:13]=[CH:12][N:11]=2)[CH:6]=[CH:7][CH:8]=1.[CH3:25][N:26]1[CH2:31][CH2:30][NH:29][CH2:28][CH2:27]1.C(N(C)CC)C. The catalyst class is: 2. (2) Reactant: [C:1]1(=[O:11])[NH:6][CH2:5][CH2:4][N:3]2[C:7](=[O:10])[CH2:8][CH:9]=[C:2]12.[C:12]1([CH3:19])[CH:17]=[CH:16][C:15](I)=[CH:14][CH:13]=1.C([O-])([O-])=O.[K+].[K+]. Product: [C:12]1([CH3:19])[CH:17]=[CH:16][C:15]([N:6]2[CH2:5][CH2:4][N:3]3[C:7](=[O:10])[CH2:8][CH2:9][CH:2]3[C:1]2=[O:11])=[CH:14][CH:13]=1. The catalyst class is: 590. (3) Reactant: N([C:3](C)([CH3:6])[C:4]#[N:5])=N[C:3](C)([CH3:6])[C:4]#[N:5].P([O-])([O-])([O-])=O.[Ca+2].[Ca+2].[Ca+2].P([O-])([O-])([O-])=O.[CH2:26]=[CH:27][C:28]1[CH:33]=[CH:32][CH:31]=[CH:30][CH:29]=1.C(#N)C=C. Product: [CH2:6]=[CH:3][C:4]#[N:5].[CH2:26]=[CH:27][C:28]1[CH:33]=[CH:32][CH:31]=[CH:30][CH:29]=1. The catalyst class is: 6. (4) Reactant: C[O:2][C:3](=[O:24])[CH2:4][CH2:5][CH:6]([NH:9][C:10]([C:12]1[CH:17]=[CH:16][C:15]([C:18]2[CH:23]=[CH:22][CH:21]=[CH:20][CH:19]=2)=[CH:14][CH:13]=1)=[O:11])[CH2:7][OH:8].[OH-].[Na+]. Product: [C:15]1([C:18]2[CH:19]=[CH:20][CH:21]=[CH:22][CH:23]=2)[CH:14]=[CH:13][C:12]([C:10]([NH:9][CH:6]([CH2:7][OH:8])[CH2:5][CH2:4][C:3]([OH:24])=[O:2])=[O:11])=[CH:17][CH:16]=1. The catalyst class is: 36. (5) Reactant: [CH:1]([O:4][C:5]([N:7]1[C@H:11]([CH2:12][CH3:13])[CH2:10][C@H:9]([NH:14][C:15]2[N:20]=[CH:19][C:18]([Br:21])=[CH:17][N:16]=2)[C@@H:8]1[CH2:22][C:23]1[CH:28]=[CH:27][CH:26]=[CH:25][CH:24]=1)=[O:6])([CH3:3])[CH3:2].[H-].[Na+].[Cl:31][C:32]1[CH:33]=[C:34]([CH:37]=[C:38]([C:40]([F:43])([F:42])[F:41])[CH:39]=1)[CH2:35]Br. Product: [CH:1]([O:4][C:5]([N:7]1[C@H:11]([CH2:12][CH3:13])[CH2:10][C@H:9]([N:14]([C:15]2[N:20]=[CH:19][C:18]([Br:21])=[CH:17][N:16]=2)[CH2:35][C:34]2[CH:37]=[C:38]([C:40]([F:41])([F:42])[F:43])[CH:39]=[C:32]([Cl:31])[CH:33]=2)[C@@H:8]1[CH2:22][C:23]1[CH:28]=[CH:27][CH:26]=[CH:25][CH:24]=1)=[O:6])([CH3:2])[CH3:3]. The catalyst class is: 3.